Dataset: Catalyst prediction with 721,799 reactions and 888 catalyst types from USPTO. Task: Predict which catalyst facilitates the given reaction. Reactant: [CH3:1][N:2]1[C:6]([C:7]([OH:9])=O)=[CH:5][N:4]=[CH:3]1.C(N(CC)CC)C.Cl.[CH3:18][NH:19][O:20][CH3:21].C(P1(=O)OP(CCC)(=O)OP(CCC)(=O)O1)CC. Product: [CH3:21][O:20][N:19]([CH3:18])[C:7]([C:6]1[N:2]([CH3:1])[CH:3]=[N:4][CH:5]=1)=[O:9]. The catalyst class is: 2.